From a dataset of HIV replication inhibition screening data with 41,000+ compounds from the AIDS Antiviral Screen. Binary Classification. Given a drug SMILES string, predict its activity (active/inactive) in a high-throughput screening assay against a specified biological target. (1) The compound is N=C(N)NC(=N)Nc1cccc(S(=O)(=O)c2cccc(NC(=N)NC(=N)N)c2)c1. The result is 0 (inactive). (2) The molecule is COC1=CC2=C3C(Cc4cc5c(c(c4)Oc4ccc(cc4)CC4c6cc7c(cc6CCN4C)OCC3(O7)C1=O)OCO5)N(C)CC2. The result is 0 (inactive). (3) The drug is Cc1c(C)c(C)c2c(c1C)CC2=O. The result is 0 (inactive).